From a dataset of Retrosynthesis with 50K atom-mapped reactions and 10 reaction types from USPTO. Predict the reactants needed to synthesize the given product. (1) Given the product CC(C)[C@@H](NCCN)C(=O)OC(C)(C)C, predict the reactants needed to synthesize it. The reactants are: CC(C)[C@@H](NCCN1C(=O)c2ccccc2C1=O)C(=O)OC(C)(C)C. (2) Given the product Nc1cccc(C(=O)Nc2ccc(Br)cn2)c1, predict the reactants needed to synthesize it. The reactants are: O=C(Nc1ccc(Br)cn1)c1cccc([N+](=O)[O-])c1. (3) Given the product CNc1cccc(F)c1NC(=O)OC(C)(C)C, predict the reactants needed to synthesize it. The reactants are: C=O.CC(C)(C)OC(=O)Nc1c(N)cccc1F. (4) Given the product CCc1cc(-c2cnn(CC(N)=O)c2)ccc1N(C)c1cc2c(cn1)ncn2C, predict the reactants needed to synthesize it. The reactants are: CCc1cc(-c2cn[nH]c2)ccc1N(C)c1cc2c(cn1)ncn2C.NC(=O)CBr. (5) The reactants are: O=[N+]([O-])c1ccc(F)c(Cl)c1.Oc1cccc(Oc2ccccc2)c1. Given the product O=[N+]([O-])c1ccc(Oc2cccc(Oc3ccccc3)c2)c(Cl)c1, predict the reactants needed to synthesize it. (6) Given the product CC(=O)Nc1ccc(N)cn1, predict the reactants needed to synthesize it. The reactants are: CC(=O)Nc1ccc([N+](=O)[O-])cn1. (7) Given the product Cc1oc(-c2ccccc2)nc1CC1COC(C)(C(=O)O)OC1, predict the reactants needed to synthesize it. The reactants are: COC(=O)C1(C)OCC(Cc2nc(-c3ccccc3)oc2C)CO1. (8) Given the product COc1ccc(Cn2[nH]c(=O)cc(CCCO)c2=O)cc1, predict the reactants needed to synthesize it. The reactants are: CCCCOC(=O)CCc1cc(=O)[nH]n(Cc2ccc(OC)cc2)c1=O.